This data is from Peptide-MHC class I binding affinity with 185,985 pairs from IEDB/IMGT. The task is: Regression. Given a peptide amino acid sequence and an MHC pseudo amino acid sequence, predict their binding affinity value. This is MHC class I binding data. (1) The peptide sequence is DPPEPLVRI. The MHC is HLA-A02:03 with pseudo-sequence HLA-A02:03. The binding affinity (normalized) is 0.0847. (2) The peptide sequence is MGCLGNQLL. The MHC is Mamu-B3901 with pseudo-sequence Mamu-B3901. The binding affinity (normalized) is 0.204.